This data is from Forward reaction prediction with 1.9M reactions from USPTO patents (1976-2016). The task is: Predict the product of the given reaction. (1) Given the reactants C([O-])(=[O:3])C.[Na+].[Br:6][C:7]1[CH:8]=[C:9]([CH2:25][CH2:26][C:27]([OH:29])=[O:28])[CH:10]=[C:11]([Br:24])[C:12]=1[O:13][C:14]1[N:15]=[N:16][C:17](Cl)=[C:18]([CH:20]([CH3:22])[CH3:21])[CH:19]=1, predict the reaction product. The product is: [Br:6][C:7]1[CH:8]=[C:9]([CH2:25][CH2:26][C:27]([OH:29])=[O:28])[CH:10]=[C:11]([Br:24])[C:12]=1[O:13][C:14]1[CH:19]=[C:18]([CH:20]([CH3:22])[CH3:21])[C:17](=[O:3])[NH:16][N:15]=1. (2) Given the reactants [C:1]([O:5][C:6]([N:8]1[CH2:13][CH2:12][NH:11][CH2:10][C:9]1([CH3:15])[CH3:14])=[O:7])([CH3:4])([CH3:3])[CH3:2].[CH:16](=O)[C:17]1[CH:22]=[CH:21][CH:20]=[CH:19][CH:18]=1.C(O[BH-](OC(=O)C)OC(=O)C)(=O)C.[Na+].O, predict the reaction product. The product is: [C:1]([O:5][C:6]([N:8]1[CH2:13][CH2:12][N:11]([CH2:16][C:17]2[CH:22]=[CH:21][CH:20]=[CH:19][CH:18]=2)[CH2:10][C:9]1([CH3:15])[CH3:14])=[O:7])([CH3:4])([CH3:2])[CH3:3]. (3) Given the reactants ClC1N=CC(C2C=CC3N(C=C(NC(=O)C)N=3)N=2)=CC=1NS(C)(=O)=O.Cl[C:27]1[CH:28]=[CH:29][C:30]2[N:31]([CH:33]=[C:34]([NH:36][C:37](=[O:39])[CH3:38])[N:35]=2)[N:32]=1.B1(B2OC(C)(C)C(C)(C)O2)OC(C)(C)C(C)(C)O1.CS(C)=O.C([O-])(=O)C.[K+].Br[C:68]1[CH:69]=[C:70]([O:76][CH3:77])[C:71]([O:74][CH3:75])=[N:72][CH:73]=1.C(=O)([O-])[O-].[Na+].[Na+], predict the reaction product. The product is: [CH3:77][O:76][C:70]1[CH:69]=[C:68]([C:27]2[CH:28]=[CH:29][C:30]3[N:31]([CH:33]=[C:34]([NH:36][C:37](=[O:39])[CH3:38])[N:35]=3)[N:32]=2)[CH:73]=[N:72][C:71]=1[O:74][CH3:75]. (4) Given the reactants [Cl:1][C:2]1[C:8]([Cl:9])=[CH:7][CH:6]=[CH:5][C:3]=1[NH2:4].[C:10]([O:18]CC)(=O)[CH2:11][C:12]([O:14]CC)=O, predict the reaction product. The product is: [Cl:1][C:2]1[C:8]([Cl:9])=[CH:7][CH:6]=[CH:5][C:3]=1[NH:4][C:12](=[O:14])[CH2:11][C:10]([NH:4][C:3]1[CH:5]=[CH:6][CH:7]=[C:8]([Cl:9])[C:2]=1[Cl:1])=[O:18]. (5) Given the reactants C([O:3][C:4]([C@H:6]1[CH2:11][CH2:10][C@@H:9]([NH:12][C:13]2[N:22]=[C:21]([N:23]([CH3:25])[CH3:24])[C:20]3[C:15](=[CH:16][C:17]([F:27])=[C:18]([F:26])[CH:19]=3)[N:14]=2)[CH2:8][CH2:7]1)=[O:5])C.Cl, predict the reaction product. The product is: [CH3:24][N:23]([CH3:25])[C:21]1[C:20]2[C:15](=[CH:16][C:17]([F:27])=[C:18]([F:26])[CH:19]=2)[N:14]=[C:13]([NH:12][C@@H:9]2[CH2:8][CH2:7][C@H:6]([C:4]([OH:5])=[O:3])[CH2:11][CH2:10]2)[N:22]=1. (6) Given the reactants Cl.Cl.[N:3]1([C:10]2[CH:11]=[C:12]([CH:20]([CH3:22])[CH3:21])[CH:13]=[C:14]3[C:19]=2[N:18]=[CH:17][CH:16]=[CH:15]3)[CH2:9][CH2:8][CH2:7][NH:6][CH2:5][CH2:4]1.Cl[CH2:24][C:25]1[N:26]=[C:27]([C:30]2[CH:35]=[CH:34][CH:33]=[CH:32][CH:31]=2)[S:28][CH:29]=1.C([O-])([O-])=O.[Cs+].[Cs+].CCOC(C)=O, predict the reaction product. The product is: [CH:20]([C:12]1[CH:13]=[C:14]2[C:19](=[C:10]([N:3]3[CH2:9][CH2:8][CH2:7][N:6]([CH2:24][C:25]4[N:26]=[C:27]([C:30]5[CH:31]=[CH:32][CH:33]=[CH:34][CH:35]=5)[S:28][CH:29]=4)[CH2:5][CH2:4]3)[CH:11]=1)[N:18]=[CH:17][CH:16]=[CH:15]2)([CH3:22])[CH3:21]. (7) Given the reactants [F:1][C:2]([F:15])([F:14])[C:3](=[O:13])[CH2:4][C:5]([C:7]1[CH:12]=[CH:11][CH:10]=[CH:9][CH:8]=1)=[O:6].[N:16]([O-])=[O:17].[Na+], predict the reaction product. The product is: [F:1][C:2]([F:14])([F:15])[C:3](=[O:13])[C:4](=[N:16][OH:17])[C:5]([C:7]1[CH:8]=[CH:9][CH:10]=[CH:11][CH:12]=1)=[O:6]. (8) Given the reactants [Cl:1][C:2]1[CH:3]=[CH:4][C:5]([O:35][CH3:36])=[C:6]([CH:34]=1)[CH2:7][CH:8]1[C:14](=[O:15])[N:13]([C:16]([NH:18][CH:19]([CH2:31][CH3:32])[C:20]([NH:22]CC(OC(C)(C)C)=O)=[O:21])=[O:17])[CH2:12][C:11](=[O:33])[NH:10][CH2:9]1.Cl.C(OC(=O)CN)(C)(C)C.N[C:48]1[CH:49]=[C:50]([CH:58]=[CH:59][CH:60]=1)[C:51]([O:53]C(C)(C)C)=[O:52], predict the reaction product. The product is: [Cl:1][C:2]1[CH:3]=[CH:4][C:5]([O:35][CH3:36])=[C:6]([CH:34]=1)[CH2:7][CH:8]1[C:14](=[O:15])[N:13]([C:16]([NH:18][C@H:19]([CH2:31][CH3:32])[C:20]([NH:22][C:48]2[CH:49]=[C:50]([CH:58]=[CH:59][CH:60]=2)[C:51]([OH:53])=[O:52])=[O:21])=[O:17])[CH2:12][C:11](=[O:33])[NH:10][CH2:9]1. (9) Given the reactants [CH3:1][C:2]1([CH3:21])[O:20][C:6]2=[C:7]([CH3:19])[N:8]=[C:9]([C:13]3[CH:18]=[CH:17][CH:16]=[CH:15][CH:14]=3)[C:10]([CH2:11][OH:12])=[C:5]2[CH2:4][O:3]1, predict the reaction product. The product is: [CH3:1][C:2]1([CH3:21])[O:20][C:6]2[C:7]([CH3:19])=[N:8][C:9]([C:13]3[CH:14]=[CH:15][CH:16]=[CH:17][CH:18]=3)=[C:10]([CH:11]=[O:12])[C:5]=2[CH2:4][O:3]1. (10) Given the reactants Br[CH2:2][C:3]1[CH:4]=[C:5]([CH:10]=[C:11]([I:13])[CH:12]=1)[C:6]([O:8][CH3:9])=[O:7].C(=O)([O-])[O-].[K+].[K+].[NH:20]1[CH:24]=[CH:23][N:22]=[CH:21]1, predict the reaction product. The product is: [N:20]1([CH2:2][C:3]2[CH:4]=[C:5]([CH:10]=[C:11]([I:13])[CH:12]=2)[C:6]([O:8][CH3:9])=[O:7])[CH:24]=[CH:23][N:22]=[CH:21]1.